From a dataset of Full USPTO retrosynthesis dataset with 1.9M reactions from patents (1976-2016). Predict the reactants needed to synthesize the given product. (1) Given the product [OH:9][CH2:8][CH2:7][CH:2]1[CH2:3][CH2:4][CH2:5][CH2:6][N:1]1[C:10]([O:12][C:13]([CH3:16])([CH3:15])[CH3:14])=[O:11], predict the reactants needed to synthesize it. The reactants are: [NH:1]1[CH2:6][CH2:5][CH2:4][CH2:3][CH:2]1[CH2:7][CH2:8][OH:9].[C:10](O[C:10]([O:12][C:13]([CH3:16])([CH3:15])[CH3:14])=[O:11])([O:12][C:13]([CH3:16])([CH3:15])[CH3:14])=[O:11].OCC1CCCN(C(OC(C)(C)C)=O)C1. (2) Given the product [NH2:1][C:2]1[N:6]([C:7]2[CH:8]=[CH:9][C:10]([O:13][CH3:14])=[CH:11][CH:12]=2)[N:5]=[CH:4][C:3]=1[C:15]([NH2:16])=[O:18], predict the reactants needed to synthesize it. The reactants are: [NH2:1][C:2]1[N:6]([C:7]2[CH:12]=[CH:11][C:10]([O:13][CH3:14])=[CH:9][CH:8]=2)[N:5]=[CH:4][C:3]=1[C:15]#[N:16].S(=O)(=O)(O)[OH:18].